Predict the reactants needed to synthesize the given product. From a dataset of Full USPTO retrosynthesis dataset with 1.9M reactions from patents (1976-2016). (1) Given the product [CH3:21][O:22][CH2:23][CH2:24][N:17]1[CH2:18][CH2:19][CH2:20][CH:15]([N:2]2[C:13]3=[C:14]4[C:9](=[CH:10][CH:11]=[CH:12]3)[CH:8]=[N:7][CH:6]=[C:5]4[CH2:4][CH2:3]2)[CH2:16]1, predict the reactants needed to synthesize it. The reactants are: Cl.[N:2]1([CH:15]2[CH2:20][CH2:19][CH2:18][NH:17][CH2:16]2)[C:13]2=[C:14]3[C:9](=[CH:10][CH:11]=[CH:12]2)[CH:8]=[N:7][CH:6]=[C:5]3[CH2:4][CH2:3]1.[CH3:21][O:22][CH2:23][CH2:24]Br. (2) Given the product [C:1]([C:4]1[CH:5]=[CH:6][C:7]([C:22]2[CH:27]=[CH:26][CH:25]=[C:24]([N:28]3[C:37](=[O:38])[C:36]4[C:31](=[CH:32][CH:33]=[CH:34][CH:35]=4)[N:30]=[CH:29]3)[C:23]=2[CH3:39])=[C:8]2[C:12]=1[NH:11][C:10]1[CH:13]=[N:14][C:15]([C:17]([OH:19])=[O:18])=[CH:16][C:9]2=1)(=[O:3])[NH2:2], predict the reactants needed to synthesize it. The reactants are: [C:1]([C:4]1[CH:5]=[CH:6][C:7]([C:22]2[CH:27]=[CH:26][CH:25]=[C:24]([N:28]3[C:37](=[O:38])[C:36]4[C:31](=[CH:32][CH:33]=[CH:34][CH:35]=4)[N:30]=[CH:29]3)[C:23]=2[CH3:39])=[C:8]2[C:12]=1[NH:11][C:10]1[CH:13]=[N:14][C:15]([C:17]([O:19]CC)=[O:18])=[CH:16][C:9]2=1)(=[O:3])[NH2:2].O.[OH-].[Li+]. (3) The reactants are: [F:1][C:2]1[CH:8]=[CH:7][C:5]([NH2:6])=[C:4]([I:9])[CH:3]=1.[C:10]1(=O)[CH2:14][CH2:13][CH2:12][CH2:11]1. Given the product [CH:10]1([NH:6][C:5]2[CH:7]=[CH:8][C:2]([F:1])=[CH:3][C:4]=2[I:9])[CH2:14][CH2:13][CH2:12][CH2:11]1, predict the reactants needed to synthesize it. (4) Given the product [F:1][C:2]([F:39])([F:38])[C:3]1[CH:4]=[C:5]([CH:31]=[C:32]([C:34]([F:37])([F:36])[F:35])[CH:33]=1)[CH2:6][N:7]1[CH2:14][CH2:13][CH2:12][NH:11][C:10]2[N:15]=[C:16]([N:47]3[CH2:48][CH2:49][CH2:50][CH:45]([C:43]([O:42][CH2:40][CH3:41])=[O:44])[CH2:46]3)[N:17]=[C:18]([C:19]3[CH:24]=[CH:23][CH:22]=[CH:21][C:20]=3[CH3:25])[C:9]=2[C:8]1=[O:30], predict the reactants needed to synthesize it. The reactants are: [F:1][C:2]([F:39])([F:38])[C:3]1[CH:4]=[C:5]([CH:31]=[C:32]([C:34]([F:37])([F:36])[F:35])[CH:33]=1)[CH2:6][N:7]1[CH2:14][CH2:13][CH2:12][NH:11][C:10]2[N:15]=[C:16](S(C)(=O)=O)[N:17]=[C:18]([C:19]3[CH:24]=[CH:23][CH:22]=[CH:21][C:20]=3[CH3:25])[C:9]=2[C:8]1=[O:30].[CH2:40]([O:42][C:43]([CH:45]1[CH2:50][CH2:49][CH2:48][NH:47][CH2:46]1)=[O:44])[CH3:41]. (5) Given the product [N:4]1[CH:5]=[CH:6][C:7]([C:8]2[CH:9]=[C:10]([NH2:14])[CH:11]=[CH:12][CH:13]=2)=[CH:2][N:3]=1, predict the reactants needed to synthesize it. The reactants are: Cl[C:2]1[N:3]=[N:4][C:5](Cl)=[CH:6][C:7]=1[C:8]1[CH:13]=[CH:12][CH:11]=[C:10]([N+:14]([O-])=O)[CH:9]=1.C(=O)([O-])O.[Na+]. (6) Given the product [Br:1][C:2]1[CH:7]=[C:6]([C:8]([F:10])([F:11])[F:9])[CH:5]=[CH:4][C:3]=1[NH:12][CH2:14][C:15]([O:17][CH2:18][CH3:19])=[O:16], predict the reactants needed to synthesize it. The reactants are: [Br:1][C:2]1[CH:7]=[C:6]([C:8]([F:11])([F:10])[F:9])[CH:5]=[CH:4][C:3]=1[NH2:12].Br[CH2:14][C:15]([O:17][CH2:18][CH3:19])=[O:16].